From a dataset of Full USPTO retrosynthesis dataset with 1.9M reactions from patents (1976-2016). Predict the reactants needed to synthesize the given product. (1) Given the product [N:1]1[CH:6]=[CH:5][C:4]([CH:7]2[CH2:8][CH:9]3[N:14]([C:15]([O:17][C:18]([CH3:21])([CH3:20])[CH3:19])=[O:16])[CH:12]([CH2:11][CH2:10]3)[CH2:13]2)=[CH:3][CH:2]=1, predict the reactants needed to synthesize it. The reactants are: [N:1]1[CH:6]=[CH:5][C:4]([C:7]2[CH2:13][CH:12]3[N:14]([C:15]([O:17][C:18]([CH3:21])([CH3:20])[CH3:19])=[O:16])[CH:9]([CH2:10][CH2:11]3)[CH:8]=2)=[CH:3][CH:2]=1. (2) The reactants are: [CH3:1][C:2]1[C:6]([C:7]2[CH:12]=[CH:11][C:10]([N+:13]([O-])=O)=[CH:9][CH:8]=2)=[C:5]([CH3:16])[O:4][N:3]=1.[Sn].Cl. Given the product [CH3:1][C:2]1[C:6]([C:7]2[CH:12]=[CH:11][C:10]([NH2:13])=[CH:9][CH:8]=2)=[C:5]([CH3:16])[O:4][N:3]=1, predict the reactants needed to synthesize it. (3) The reactants are: [CH3:1][C:2]1[CH:19]=[CH:18][CH:17]=[CH:16][C:3]=1[C:4]([NH:6][C:7]1[CH:12]=[CH:11][CH:10]=[CH:9][C:8]=1[S:13]([CH3:15])=[O:14])=[O:5].[I:20]N1C(C)(C)C(=O)N(I)C1=O. Given the product [I:20][C:16]1[CH:17]=[CH:18][CH:19]=[C:2]([CH3:1])[C:3]=1[C:4]([NH:6][C:7]1[CH:12]=[CH:11][CH:10]=[CH:9][C:8]=1[S:13]([CH3:15])=[O:14])=[O:5], predict the reactants needed to synthesize it. (4) Given the product [OH:30][CH2:29][CH:28]([NH:27][C:24]([C:7]1[N:8]([CH2:12][C:13]2[CH:18]=[CH:17][CH:16]=[C:15]([O:19][C:20]([F:22])([F:21])[F:23])[CH:14]=2)[C:9]2[C:5]([CH:6]=1)=[CH:4][C:3]([C:1]#[N:2])=[CH:11][CH:10]=2)=[O:26])[CH2:31][CH3:32], predict the reactants needed to synthesize it. The reactants are: [C:1]([C:3]1[CH:4]=[C:5]2[C:9](=[CH:10][CH:11]=1)[N:8]([CH2:12][C:13]1[CH:18]=[CH:17][CH:16]=[C:15]([O:19][C:20]([F:23])([F:22])[F:21])[CH:14]=1)[C:7]([C:24]([OH:26])=O)=[CH:6]2)#[N:2].[NH2:27][CH:28]([CH2:31][CH3:32])[CH2:29][OH:30]. (5) Given the product [CH3:6][O:5][C:3](=[O:4])[CH2:2][S:1][C:13]([C:7]1[CH:12]=[CH:11][CH:10]=[CH:9][CH:8]=1)([C:21]1[CH:22]=[CH:23][CH:24]=[CH:25][CH:26]=1)[C:15]1[CH:16]=[CH:17][CH:18]=[CH:19][CH:20]=1, predict the reactants needed to synthesize it. The reactants are: [SH:1][CH2:2][C:3]([O:5][CH3:6])=[O:4].[C:7]1([C:13]([C:21]2[CH:26]=[CH:25][CH:24]=[CH:23][CH:22]=2)([C:15]2[CH:20]=[CH:19][CH:18]=[CH:17][CH:16]=2)O)[CH:12]=[CH:11][CH:10]=[CH:9][CH:8]=1.FC(F)(F)C(O)=O. (6) Given the product [Cl:13][C:14]1[C:15]([CH3:30])=[C:16]([O:29][CH2:5][C:4]2[CH:3]=[C:2]([C:2]3[CH:12]=[CH:11][CH:10]=[C:4]([C:5]([OH:7])=[O:6])[CH:3]=3)[CH:12]=[CH:11][CH:10]=2)[CH:17]=[C:18]2[C:22]=1[C:21](=[O:23])[CH:20]([CH:24]1[CH2:28][CH2:27][CH2:26][CH2:25]1)[CH2:19]2, predict the reactants needed to synthesize it. The reactants are: Br[C:2]1[CH:3]=[C:4]([CH:10]=[CH:11][CH:12]=1)[C:5]([O:7]CC)=[O:6].[Cl:13][C:14]1[C:15]([CH3:30])=[C:16]([OH:29])[CH:17]=[C:18]2[C:22]=1[C:21](=[O:23])[CH:20]([CH:24]1[CH2:28][CH2:27][CH2:26][CH2:25]1)[CH2:19]2.